Dataset: Full USPTO retrosynthesis dataset with 1.9M reactions from patents (1976-2016). Task: Predict the reactants needed to synthesize the given product. (1) Given the product [Cl:1][C:2]1[C:3]([CH3:12])=[C:4]([S:8]([NH:19][C:20]2[CH:21]=[C:22]3[C:27](=[CH:28][CH:29]=2)[N:26]=[C:25]([CH3:30])[CH:24]=[CH:23]3)(=[O:10])=[O:9])[CH:5]=[CH:6][CH:7]=1, predict the reactants needed to synthesize it. The reactants are: [Cl:1][C:2]1[C:3]([CH3:12])=[C:4]([S:8](Cl)(=[O:10])=[O:9])[CH:5]=[CH:6][CH:7]=1.N1C=CC=CC=1.[NH2:19][C:20]1[CH:21]=[C:22]2[C:27](=[CH:28][CH:29]=1)[N:26]=[C:25]([CH3:30])[CH:24]=[CH:23]2.C([O-])(O)=O.[Na+]. (2) Given the product [Cl:1][C:2]1[CH:7]=[CH:6][C:5]([N:8]2[CH2:14][C:13]([CH3:17])([CH3:16])[C:12]3=[N:18][N:19]=[C:20]([CH3:21])[N:11]3[C:10]3[CH:22]=[CH:23][CH:24]=[CH:25][C:9]2=3)=[CH:4][CH:3]=1, predict the reactants needed to synthesize it. The reactants are: [Cl:1][C:2]1[CH:7]=[CH:6][C:5]([N:8]2[C:14](=O)[C:13]([CH3:17])([CH3:16])[C:12]3=[N:18][N:19]=[C:20]([CH3:21])[N:11]3[C:10]3[CH:22]=[CH:23][CH:24]=[CH:25][C:9]2=3)=[CH:4][CH:3]=1.B.C1COCC1. (3) Given the product [C:15]([N:2]1[C:3](=[O:8])[CH:4]2[CH2:7][CH:1]1[CH:6]=[CH:5]2)(=[O:19])[CH2:16][CH2:17][CH3:18], predict the reactants needed to synthesize it. The reactants are: [CH:1]12[CH2:7][CH:4]([CH:5]=[CH:6]1)[C:3](=[O:8])[NH:2]2.N1C=CC=CC=1.[C:15](Cl)(=[O:19])[CH2:16][CH2:17][CH3:18].O. (4) Given the product [Cl:12][C:10]1[C:9]([CH2:13][C:14]2[CH:19]=[CH:18][C:17]([CH2:20][Cl:3])=[CH:16][C:15]=2[O:22][CH3:23])=[C:8]([CH3:24])[N:7]=[C:6]([NH2:5])[N:11]=1, predict the reactants needed to synthesize it. The reactants are: S(Cl)([Cl:3])=O.[NH2:5][C:6]1[N:11]=[C:10]([Cl:12])[C:9]([CH2:13][C:14]2[CH:19]=[CH:18][C:17]([CH2:20]O)=[CH:16][C:15]=2[O:22][CH3:23])=[C:8]([CH3:24])[N:7]=1. (5) Given the product [NH2:9][C:10]1[CH:11]=[C:12]([C:13]2[O:14][C:7]([NH2:6])=[N:16][N:15]=2)[CH:17]=[C:18]([C:20]([F:23])([F:22])[F:21])[CH:19]=1, predict the reactants needed to synthesize it. The reactants are: C(=O)(O)[O-].[Na+].[N:6]#[C:7]Br.[NH2:9][C:10]1[CH:11]=[C:12]([CH:17]=[C:18]([C:20]([F:23])([F:22])[F:21])[CH:19]=1)[C:13]([NH:15][NH2:16])=[O:14].CCOC(C)=O. (6) Given the product [NH2:19][CH2:18][C@H:17]([N:9]([O:8][CH2:1][C:2]1[CH:7]=[CH:6][CH:5]=[CH:4][CH:3]=1)[C:10](=[O:16])[O:11][C:12]([CH3:13])([CH3:14])[CH3:15])[CH:30]=[CH2:31], predict the reactants needed to synthesize it. The reactants are: [CH2:1]([O:8][N:9]([C@H:17]([CH:30]=[CH2:31])[CH2:18][N:19]1C(=O)C2C(=CC=CC=2)C1=O)[C:10](=[O:16])[O:11][C:12]([CH3:15])([CH3:14])[CH3:13])[C:2]1[CH:7]=[CH:6][CH:5]=[CH:4][CH:3]=1.O.NN. (7) Given the product [CH2:1]([O:8][C:9](=[O:18])[NH:10][C@H:11]1[CH2:16][CH2:15][C@H:14]([O:17][CH2:25][CH2:24][CH2:23][CH2:22][CH2:21][CH2:20][Br:19])[CH2:13][CH2:12]1)[C:2]1[CH:3]=[CH:4][CH:5]=[CH:6][CH:7]=1, predict the reactants needed to synthesize it. The reactants are: [CH2:1]([O:8][C:9](=[O:18])[NH:10][C@H:11]1[CH2:16][CH2:15][C@H:14]([OH:17])[CH2:13][CH2:12]1)[C:2]1[CH:7]=[CH:6][CH:5]=[CH:4][CH:3]=1.[Br:19][CH2:20][CH2:21][CH2:22][CH2:23][CH2:24][CH2:25]Br.[OH-].[Na+]. (8) Given the product [NH2:1][C:2]1[N:23]=[C:22]([CH:24]2[CH2:29][CH2:25]2)[CH:21]=[CH:20][C:3]=1[C:4]([NH:6][CH2:7][C:8]1[S:9][C:10]([O:13][C:14]2[CH:19]=[CH:18][CH:17]=[CH:16][CH:15]=2)=[CH:11][CH:12]=1)=[O:5], predict the reactants needed to synthesize it. The reactants are: [NH2:1][C:2]1[N:23]=[C:22]([CH:24]=[CH2:25])[CH:21]=[CH:20][C:3]=1[C:4]([NH:6][CH2:7][C:8]1[S:9][C:10]([O:13][C:14]2[CH:19]=[CH:18][CH:17]=[CH:16][CH:15]=2)=[CH:11][CH:12]=1)=[O:5].C.[I].[I].[CH2:29]([Zn]CC)C.N.